Dataset: Peptide-MHC class II binding affinity with 134,281 pairs from IEDB. Task: Regression. Given a peptide amino acid sequence and an MHC pseudo amino acid sequence, predict their binding affinity value. This is MHC class II binding data. (1) The peptide sequence is VPLYNRFSYIPNGAL. The MHC is DRB1_1201 with pseudo-sequence DRB1_1201. The binding affinity (normalized) is 0.526. (2) The peptide sequence is HRDNIEDDLLNRNNT. The binding affinity (normalized) is 0.242. The MHC is DRB1_1302 with pseudo-sequence DRB1_1302.